This data is from Catalyst prediction with 721,799 reactions and 888 catalyst types from USPTO. The task is: Predict which catalyst facilitates the given reaction. (1) Reactant: Cl.[NH2:2][C:3]([CH3:11])([CH3:10])[CH2:4][C:5]([O:7][CH2:8][CH3:9])=[O:6].Br[CH2:13][C:14]1[O:18][N:17]=[C:16]([C:19]2[CH:24]=[CH:23][C:22]([Cl:25])=[CH:21][CH:20]=2)[CH:15]=1.C(=O)([O-])[O-].[K+].[K+]. Product: [Cl:25][C:22]1[CH:21]=[CH:20][C:19]([C:16]2[CH:15]=[C:14]([CH2:13][NH:2][C:3]([CH3:11])([CH3:10])[CH2:4][C:5]([O:7][CH2:8][CH3:9])=[O:6])[O:18][N:17]=2)=[CH:24][CH:23]=1. The catalyst class is: 7. (2) Reactant: [CH2:1]([S:3]([C:6]1[CH:7]=[C:8]([C:12]2[CH:20]=[C:19]([C:21]([NH:23][CH:24]3[CH2:29][CH2:28][N:27]([CH3:30])[CH2:26][CH2:25]3)=[O:22])[C:18]([CH3:31])=[C:17]3[C:13]=2[C:14]2[CH:35]=[C:34]([CH3:36])[CH:33]=[N:32][C:15]=2[NH:16]3)[CH:9]=[CH:10][CH:11]=1)(=[O:5])=[O:4])[CH3:2].[CH3:37][S:38]([OH:41])(=[O:40])=[O:39]. Product: [CH2:1]([S:3]([C:6]1[CH:7]=[C:8]([C:12]2[CH:20]=[C:19]([C:21]([NH:23][CH:24]3[CH2:25][CH2:26][N:27]([CH3:30])[CH2:28][CH2:29]3)=[O:22])[C:18]([CH3:31])=[C:17]3[C:13]=2[C:14]2[CH:35]=[C:34]([CH3:36])[CH:33]=[N:32][C:15]=2[NH:16]3)[CH:9]=[CH:10][CH:11]=1)(=[O:4])=[O:5])[CH3:2].[CH3:37][S:38]([OH:41])(=[O:40])=[O:39].[CH2:1]([S:3]([C:6]1[CH:7]=[C:8]([C:12]2[CH:20]=[C:19]([C:21]([NH:23][CH:24]3[CH2:25][CH2:26][N:27]([CH3:30])[CH2:28][CH2:29]3)=[O:22])[C:18]([CH3:31])=[C:17]3[C:13]=2[C:14]2[CH:35]=[C:34]([CH3:36])[CH:33]=[N:32][C:15]=2[NH:16]3)[CH:9]=[CH:10][CH:11]=1)(=[O:4])=[O:5])[CH3:2]. The catalyst class is: 47. (3) Reactant: [CH3:1][C:2]1[CH:7]=[CH:6][C:5]([O:8][CH3:9])=[C:4]([N+:10]([O-:12])=[O:11])[CH:3]=1.[Br:13]N1C(=O)CCC1=O.C(OOC(=O)C1C=CC=CC=1)(=O)C1C=CC=CC=1.O. Product: [N+:10]([C:4]1[CH:3]=[C:2]([CH:7]=[CH:6][C:5]=1[O:8][CH3:9])[CH2:1][Br:13])([O-:12])=[O:11]. The catalyst class is: 53. (4) Product: [S:4]1[CH:5]=[CH:6][CH:7]=[C:3]1[C:9]1[CH:10]=[CH:11][C:12]([N:15]([CH3:17])[CH3:16])=[N:13][CH:14]=1. Reactant: [Mg].Br[C:3]1[S:4][CH:5]=[CH:6][CH:7]=1.Br[C:9]1[CH:10]=[CH:11][C:12]([N:15]([CH3:17])[CH3:16])=[N:13][CH:14]=1.O. The catalyst class is: 1. (5) Reactant: [C:1]([O:5][C:6]([N:8]1[CH2:13][CH2:12][N:11]([C:14]([O:16][C:17]([CH3:20])([CH3:19])[CH3:18])=[O:15])[CH2:10][C@@H:9]1[C:21](=[O:26])N(OC)C)=[O:7])([CH3:4])([CH3:3])[CH3:2].[C:27]1([Mg]Cl)[CH:32]=[CH:31][CH:30]=[CH:29][CH:28]=1. Product: [C:1]([O:5][C:6]([N:8]1[CH2:13][CH2:12][N:11]([C:14]([O:16][C:17]([CH3:20])([CH3:19])[CH3:18])=[O:15])[CH2:10][C@@H:9]1[C:21](=[O:26])[C:27]1[CH:32]=[CH:31][CH:30]=[CH:29][CH:28]=1)=[O:7])([CH3:3])([CH3:2])[CH3:4]. The catalyst class is: 1. (6) Reactant: [C:1]([C:5]1[CH:6]=[C:7]2[C:12](=[O:13])[O:11][C:9](=O)[C:8]2=[CH:14][CH:15]=1)([CH3:4])([CH3:3])[CH3:2].[Br:16][C:17]1[C:18]([CH3:24])=[C:19]([CH:21]=[CH:22][CH:23]=1)[NH2:20]. Product: [Br:16][C:17]1[C:18]([CH3:24])=[C:19]([N:20]2[C:12](=[O:13])[C:7]3[C:8](=[CH:14][CH:15]=[C:5]([C:1]([CH3:2])([CH3:3])[CH3:4])[CH:6]=3)[C:9]2=[O:11])[CH:21]=[CH:22][CH:23]=1. The catalyst class is: 15.